From a dataset of Peptide-MHC class I binding affinity with 185,985 pairs from IEDB/IMGT. Regression. Given a peptide amino acid sequence and an MHC pseudo amino acid sequence, predict their binding affinity value. This is MHC class I binding data. (1) The peptide sequence is LTPEQKAYV. The MHC is Mamu-B17 with pseudo-sequence Mamu-B17. The binding affinity (normalized) is 0. (2) The peptide sequence is YRRKLTNPA. The MHC is HLA-A24:03 with pseudo-sequence HLA-A24:03. The binding affinity (normalized) is 0.0847. (3) The peptide sequence is VPMEKLKAL. The MHC is HLA-B07:02 with pseudo-sequence HLA-B07:02. The binding affinity (normalized) is 0.759.